From a dataset of Catalyst prediction with 721,799 reactions and 888 catalyst types from USPTO. Predict which catalyst facilitates the given reaction. (1) Reactant: CCCCC.C([Li])(C)(C)C.O1CCCC1.Br[C:17]1[CH:22]=[CH:21][C:20]([C:23]2[N:28]=[C:27]([C:29]3[CH:30]=[C:31]([CH3:35])[CH:32]=[CH:33][CH:34]=3)[N:26]=[C:25]([C:36]3[CH:37]=[C:38]([CH3:42])[CH:39]=[CH:40][CH:41]=3)[N:24]=2)=[CH:19][CH:18]=1.Br[C:44]1[CH:49]=[CH:48][C:47]([C:50]2[CH:55]=[CH:54][C:53]([C:56]([CH3:59])([CH3:58])[CH3:57])=[CH:52][CH:51]=2)=[CH:46][N:45]=1. Product: [C:56]([C:53]1[CH:54]=[CH:55][C:50]([C:47]2[CH:48]=[CH:49][C:44]([C:17]3[CH:18]=[CH:19][C:20]([C:23]4[N:24]=[C:25]([C:36]5[CH:37]=[C:38]([CH3:42])[CH:39]=[CH:40][CH:41]=5)[N:26]=[C:27]([C:29]5[CH:30]=[C:31]([CH3:35])[CH:32]=[CH:33][CH:34]=5)[N:28]=4)=[CH:21][CH:22]=3)=[N:45][CH:46]=2)=[CH:51][CH:52]=1)([CH3:59])([CH3:58])[CH3:57]. The catalyst class is: 73. (2) Reactant: [CH:1]1([C:7]2[C:8]3[CH:9]=[CH:10][C:11]([C:27]([O:29][CH3:30])=[O:28])=[CH:12][C:13]=3[N:14]3[CH2:20][CH:19](C=O)[CH2:18][C:17]4[CH:23]=[CH:24][CH:25]=[CH:26][C:16]=4[C:15]=23)[CH2:6][CH2:5][CH2:4][CH2:3][CH2:2]1.[CH3:31]C(O)=O.[C:35]([O:39][C:40](=[O:54])[NH:41][S:42]([CH2:45][CH2:46][CH2:47][N:48]([CH3:53])[CH2:49][CH2:50][NH:51][CH3:52])(=[O:44])=[O:43])([CH3:38])([CH3:37])[CH3:36].CCN(CC)CC.[BH3-]C#N.[Na+]. Product: [CH:1]1([C:7]2[C:8]3[CH:9]=[CH:10][C:11]([C:27]([O:29][CH3:30])=[O:28])=[CH:12][C:13]=3[N:14]3[CH2:20][CH:19]([CH2:52][N:51]([CH3:31])[CH2:50][CH2:49][N:48]([CH3:53])[CH2:47][CH2:46][CH2:45][S:42](=[O:43])(=[O:44])[NH:41][C:40](=[O:54])[O:39][C:35]([CH3:38])([CH3:37])[CH3:36])[CH2:18][C:17]4[CH:23]=[CH:24][CH:25]=[CH:26][C:16]=4[C:15]=23)[CH2:6][CH2:5][CH2:4][CH2:3][CH2:2]1. The catalyst class is: 5. (3) Reactant: [F:1][C:2]([F:32])([C:20]1[CH:21]=[C:22]2[C:27](=[CH:28][CH:29]=1)[N:26]=[CH:25][C:24]([O:30][CH3:31])=[CH:23]2)[C:3]([NH:5][NH:6][C:7]1[C:12]([F:13])=[CH:11][C:10]([C:14]2[CH:15]=[N:16][N:17]([CH3:19])[CH:18]=2)=[CH:9][N:8]=1)=O.C1(P(C2C=CC=CC=2)C2C=CC=CC=2)C=CC=CC=1.ClC(Cl)C.C(N(C(C)C)CC)(C)C.ClC(Cl)(Cl)C#N. Product: [F:1][C:2]([F:32])([C:3]1[N:8]2[CH:9]=[C:10]([C:14]3[CH:15]=[N:16][N:17]([CH3:19])[CH:18]=3)[CH:11]=[C:12]([F:13])[C:7]2=[N:6][N:5]=1)[C:20]1[CH:21]=[C:22]2[C:27](=[CH:28][CH:29]=1)[N:26]=[CH:25][C:24]([O:30][CH3:31])=[CH:23]2. The catalyst class is: 5. (4) Reactant: C(OC([NH:8][C@H:9]1[CH2:15][CH2:14][CH2:13][CH2:12][N:11]([CH2:16][C:17]([O:19][CH3:20])=[O:18])[C:10]1=[O:21])=O)(C)(C)C.Cl. Product: [NH2:8][C@H:9]1[CH2:15][CH2:14][CH2:13][CH2:12][N:11]([CH2:16][C:17]([O:19][CH3:20])=[O:18])[C:10]1=[O:21]. The catalyst class is: 12. (5) Reactant: N[C:2]1[CH:3]=[C:4]([S:17]([NH2:20])(=[O:19])=[O:18])[CH:5]=[CH:6][C:7]=1[O:8][C:9]1[CH:14]=[CH:13][C:12]([F:15])=[CH:11][C:10]=1[F:16].Cl.N([O-])=O.[Na+].[I-:26].[K+]. Product: [F:16][C:10]1[CH:11]=[C:12]([F:15])[CH:13]=[CH:14][C:9]=1[O:8][C:7]1[CH:6]=[CH:5][C:4]([S:17]([NH2:20])(=[O:19])=[O:18])=[CH:3][C:2]=1[I:26]. The catalyst class is: 38. (6) Reactant: [Cl:1][C:2]1[C:7]([CH2:8]O)=[CH:6][CH:5]=[CH:4][N:3]=1.S(Cl)(Cl)=O.[Cl:14][C:15]1[CH:20]=[CH:19][C:18]([S:21]([O-:23])=[O:22])=[CH:17][CH:16]=1.[Na+].C([O-])(=O)C.[K+]. Product: [Cl:1][C:2]1[C:7]([CH2:8][S:21]([C:18]2[CH:19]=[CH:20][C:15]([Cl:14])=[CH:16][CH:17]=2)(=[O:23])=[O:22])=[CH:6][CH:5]=[CH:4][N:3]=1. The catalyst class is: 22. (7) Reactant: [I:1][C:2]1[C:10]2[C:5](=[N:6][CH:7]=[N:8][C:9]=2[NH2:11])[NH:4][N:3]=1.[F:12][C:13]1([F:27])[CH2:17][N:16]([C:18]([O:20][C:21]([CH3:24])([CH3:23])[CH3:22])=[O:19])[C@H:15]([CH2:25]O)[CH2:14]1.CC(OC(/N=N/C(OC(C)C)=O)=O)C. Product: [NH2:11][C:9]1[N:8]=[CH:7][N:6]=[C:5]2[N:4]([CH2:25][C@@H:15]3[CH2:14][C:13]([F:27])([F:12])[CH2:17][N:16]3[C:18]([O:20][C:21]([CH3:22])([CH3:24])[CH3:23])=[O:19])[N:3]=[C:2]([I:1])[C:10]=12. The catalyst class is: 1. (8) Reactant: [NH2:1][C:2]1[S:6][C:5]([O:7][C:8]2[CH:9]=[C:10]([Cl:24])[C:11]3[CH:15]([CH2:16][C:17]([O:19]CC)=[O:18])[O:14][B:13]([OH:22])[C:12]=3[CH:23]=2)=[N:4][N:3]=1.[Li+].[OH-].Cl. Product: [NH2:1][C:2]1[S:6][C:5]([O:7][C:8]2[CH:9]=[C:10]([Cl:24])[C:11]3[CH:15]([CH2:16][C:17]([OH:19])=[O:18])[O:14][B:13]([OH:22])[C:12]=3[CH:23]=2)=[N:4][N:3]=1. The catalyst class is: 20. (9) Reactant: C([O-])(=O)C.[NH4+].[CH3:6][C:7]([CH3:32])([CH3:31])[CH:8]([C:23]1[CH:30]=[CH:29][C:26]([CH:27]=O)=[CH:25][CH:24]=1)[C:9]1[CH:14]=[CH:13][C:12]([O:15][CH2:16][C:17]2[CH:22]=[CH:21][CH:20]=[CH:19][N:18]=2)=[CH:11][CH:10]=1.[N+:33]([CH3:36])([O-:35])=[O:34]. Product: [CH3:6][C:7]([CH3:31])([CH3:32])[CH:8]([C:9]1[CH:10]=[CH:11][C:12]([O:15][CH2:16][C:17]2[CH:22]=[CH:21][CH:20]=[CH:19][N:18]=2)=[CH:13][CH:14]=1)[C:23]1[CH:24]=[CH:25][C:26](/[CH:27]=[CH:36]/[N+:33]([O-:35])=[O:34])=[CH:29][CH:30]=1. The catalyst class is: 25.